This data is from Reaction yield outcomes from USPTO patents with 853,638 reactions. The task is: Predict the reaction yield, written as a fraction of the theoretical maximum amount of product (1.0 means a 100% yield; for example, 0.34 means a 34% yield). (1) The yield is 0.440. The catalyst is CN(C=O)C. The reactants are [NH2:1][C@@H:2]1[C:11]2[C:6](=[CH:7][CH:8]=[CH:9][CH:10]=2)[C@H:5]([OH:12])[CH2:4][CH2:3]1.[H-].[Na+].[C:15]([O:19][C:20]([N:22]1[CH2:27][CH2:26][CH:25]([CH2:28][C:29]2[N:33]3[CH:34]=[C:35](F)[CH:36]=[CH:37][C:32]3=[N:31][N:30]=2)[CH2:24][CH2:23]1)=[O:21])([CH3:18])([CH3:17])[CH3:16]. The product is [C:15]([O:19][C:20]([N:22]1[CH2:23][CH2:24][CH:25]([CH2:28][C:29]2[N:33]3[CH:34]=[C:35]([O:12][C@H:5]4[C:6]5[C:11](=[CH:10][CH:9]=[CH:8][CH:7]=5)[C@@H:2]([NH2:1])[CH2:3][CH2:4]4)[CH:36]=[CH:37][C:32]3=[N:31][N:30]=2)[CH2:26][CH2:27]1)=[O:21])([CH3:18])([CH3:16])[CH3:17]. (2) The reactants are [F:1][C:2]1[CH:9]=[C:8]([O:10][CH2:11][C:12]2[CH:13]=[N:14][C:15]([O:18][CH3:19])=[CH:16][CH:17]=2)[C:7]([O:20][CH3:21])=[CH:6][C:3]=1[C:4]#[N:5].[H-].[Al+3].[Li+].[H-].[H-].[H-]. The catalyst is O1CCCC1. The product is [F:1][C:2]1[CH:9]=[C:8]([O:10][CH2:11][C:12]2[CH:13]=[N:14][C:15]([O:18][CH3:19])=[CH:16][CH:17]=2)[C:7]([O:20][CH3:21])=[CH:6][C:3]=1[CH2:4][NH2:5]. The yield is 0.580. (3) The reactants are [C:1](Cl)(Cl)=[O:2].[CH3:5][O:6][C:7](=[O:25])[CH:8]([OH:24])[CH2:9][NH:10][C:11]1[CH:12]=[C:13]2[C:18](=[C:19]([F:21])[CH:20]=1)[N:17]([CH3:22])[C:16](=[O:23])[CH2:15][CH2:14]2.C(N(CC)CC)C. The catalyst is ClCCl. The product is [CH3:5][O:6][C:7]([C@@H:8]1[O:24][C:1](=[O:2])[N:10]([C:11]2[CH:12]=[C:13]3[C:18](=[C:19]([F:21])[CH:20]=2)[N:17]([CH3:22])[C:16](=[O:23])[CH2:15][CH2:14]3)[CH2:9]1)=[O:25]. The yield is 0.830. (4) The reactants are [CH2:1]([C:3]1([CH2:16][CH3:17])[C:11]2[C:6](=[CH:7][CH:8]=[C:9]([N+:12]([O-:14])=[O:13])[CH:10]=2)[NH:5][C:4]1=[O:15])[CH3:2].[H-].[Na+].I[CH:21]([CH3:23])[CH3:22]. The catalyst is CN(C)C=O. The product is [CH2:16]([C:3]1([CH2:1][CH3:2])[C:11]2[C:6](=[CH:7][CH:8]=[C:9]([N+:12]([O-:14])=[O:13])[CH:10]=2)[N:5]([CH:21]([CH3:23])[CH3:22])[C:4]1=[O:15])[CH3:17]. The yield is 0.910. (5) The reactants are [Cl:1][C:2]1[C:3]2[CH2:12][CH2:11][CH2:10][C:4]=2[N:5]=[C:6]([S:8][CH3:9])[N:7]=1.C1C=C(Cl)C=C(C(OO)=[O:21])C=1.[OH2:24]. The catalyst is C(Cl)Cl. The product is [Cl:1][C:2]1[C:3]2[CH2:12][CH2:11][CH2:10][C:4]=2[N:5]=[C:6]([S:8]([CH3:9])(=[O:21])=[O:24])[N:7]=1. The yield is 0.750.